This data is from Full USPTO retrosynthesis dataset with 1.9M reactions from patents (1976-2016). The task is: Predict the reactants needed to synthesize the given product. (1) Given the product [CH:28]1[C:29]2[C:34](=[CH:33][CH:32]=[CH:31][CH:30]=2)[CH:35]=[CH:36][C:27]=1[CH2:26][O:1][CH:2]1[CH:7]([C:8]2[CH:13]=[CH:12][CH:11]=[C:10]([C:14]([F:15])([F:17])[F:16])[CH:9]=2)[CH2:6][CH2:5][N:4]([C:18]([O:20][C:21]([CH3:24])([CH3:23])[CH3:22])=[O:19])[CH2:3]1, predict the reactants needed to synthesize it. The reactants are: [OH:1][CH:2]1[CH:7]([C:8]2[CH:13]=[CH:12][CH:11]=[C:10]([C:14]([F:17])([F:16])[F:15])[CH:9]=2)[CH2:6][CH2:5][N:4]([C:18]([O:20][C:21]([CH3:24])([CH3:23])[CH3:22])=[O:19])[CH2:3]1.Br[CH2:26][C:27]1[CH:36]=[CH:35][C:34]2[C:29](=[CH:30][CH:31]=[CH:32][CH:33]=2)[CH:28]=1. (2) Given the product [C:26]([N:29]1[CH2:30][CH2:31][CH:32]([C:35]([N:13]2[CH2:14][CH2:15][C@@H:10]([N:8]([CH3:9])[C:6](=[O:7])[C:5]3[CH:4]=[CH:3][C:2]([Br:1])=[CH:25][CH:24]=3)[C@H:11]([C:16]3[CH:21]=[CH:20][C:19]([F:22])=[CH:18][C:17]=3[CH3:23])[CH2:12]2)=[O:36])[CH2:33][CH2:34]1)(=[O:28])[CH3:27], predict the reactants needed to synthesize it. The reactants are: [Br:1][C:2]1[CH:25]=[CH:24][C:5]([C:6]([N:8]([C@@H:10]2[CH2:15][CH2:14][NH:13][CH2:12][C@H:11]2[C:16]2[CH:21]=[CH:20][C:19]([F:22])=[CH:18][C:17]=2[CH3:23])[CH3:9])=[O:7])=[CH:4][CH:3]=1.[C:26]([N:29]1[CH2:34][CH2:33][CH:32]([C:35](O)=[O:36])[CH2:31][CH2:30]1)(=[O:28])[CH3:27].